Predict the product of the given reaction. From a dataset of Forward reaction prediction with 1.9M reactions from USPTO patents (1976-2016). (1) Given the reactants [C:1]([N:20]1[CH:24]=[C:23]([CH2:25][OH:26])[CH:22]=[N:21]1)([C:14]1[CH:19]=[CH:18][CH:17]=[CH:16][CH:15]=1)([C:8]1[CH:13]=[CH:12][CH:11]=[CH:10][CH:9]=1)[C:2]1[CH:7]=[CH:6][CH:5]=[CH:4][CH:3]=1.[H-].[Na+].I[CH3:30], predict the reaction product. The product is: [C:1]([N:20]1[CH:24]=[C:23]([CH2:25][O:26][CH3:30])[CH:22]=[N:21]1)([C:8]1[CH:9]=[CH:10][CH:11]=[CH:12][CH:13]=1)([C:2]1[CH:7]=[CH:6][CH:5]=[CH:4][CH:3]=1)[C:14]1[CH:15]=[CH:16][CH:17]=[CH:18][CH:19]=1. (2) Given the reactants CC(C[AlH]CC(C)C)C.[Cl:10][C:11]1[C:12]([C:21]2[CH:22]=[N:23][C:24]([C:27]([F:30])([F:29])[F:28])=[CH:25][CH:26]=2)=[CH:13][C:14]([C:17](OC)=[O:18])=[N:15][CH:16]=1, predict the reaction product. The product is: [Cl:10][C:11]1[C:12]([C:21]2[CH:22]=[N:23][C:24]([C:27]([F:29])([F:28])[F:30])=[CH:25][CH:26]=2)=[CH:13][C:14]([CH2:17][OH:18])=[N:15][CH:16]=1. (3) Given the reactants [C:1]12([NH2:11])[CH2:10][CH:5]3[CH2:6][CH:7]([CH2:9][CH:3]([CH2:4]3)[CH2:2]1)[CH2:8]2.[S:12]1[C:16]([CH:17]=O)=[CH:15][CH:14]=[C:13]1[C:19]1[S:20][CH:21]=[CH:22][CH:23]=1, predict the reaction product. The product is: [S:12]1[C:16]([CH2:17][NH:11][C:1]23[CH2:8][CH:7]4[CH2:6][CH:5]([CH2:4][CH:3]([CH2:9]4)[CH2:2]2)[CH2:10]3)=[CH:15][CH:14]=[C:13]1[C:19]1[S:20][CH:21]=[CH:22][CH:23]=1. (4) Given the reactants [NH2:1][C:2]1[C:7]([C:8]#[N:9])=[C:6](Cl)[N:5]=[CH:4][N:3]=1.CCN(C(C)C)C(C)C.[NH2:20][CH2:21][C:22]1[C:31]([CH2:32][N:33]([CH3:36])[CH2:34][CH3:35])=[CH:30][C:29]2[C:24](=[CH:25][CH:26]=[CH:27][C:28]=2[F:37])[N:23]=1, predict the reaction product. The product is: [NH2:1][C:2]1[C:7]([C:8]#[N:9])=[C:6]([NH:20][CH2:21][C:22]2[C:31]([CH2:32][N:33]([CH2:34][CH3:35])[CH3:36])=[CH:30][C:29]3[C:24](=[CH:25][CH:26]=[CH:27][C:28]=3[F:37])[N:23]=2)[N:5]=[CH:4][N:3]=1. (5) Given the reactants Cl.Cl.Cl.[NH2:4][CH2:5][C@H:6]([N:11]1[CH2:16][CH2:15][N:14]([CH2:17][C:18]2[CH:23]=[CH:22][C:21]([F:24])=[CH:20][CH:19]=2)[CH2:13][CH2:12]1)[C:7]([O:9][CH3:10])=[O:8].Cl.[CH3:26][C:27]1[CH:36]=[C:35]([CH2:37][O:38][C:39]2[CH:44]=[CH:43][C:42]([S:45](Cl)(=[O:47])=[O:46])=[CH:41][CH:40]=2)[C:34]2[C:29](=[CH:30][CH:31]=[CH:32][CH:33]=2)[N:28]=1.FC1C=CC(CN2CCN(C(CNS(C3C=CC(OCC4C5C(=CC=CC=5)N=C(C)C=4)=CC=3)(=O)=O)C([O-])=O)CC2)=CC=1, predict the reaction product. The product is: [F:24][C:21]1[CH:20]=[CH:19][C:18]([CH2:17][N:14]2[CH2:13][CH2:12][N:11]([C@@H:6]([CH2:5][NH:4][S:45]([C:42]3[CH:43]=[CH:44][C:39]([O:38][CH2:37][C:35]4[C:34]5[C:29](=[CH:30][CH:31]=[CH:32][CH:33]=5)[N:28]=[C:27]([CH3:26])[CH:36]=4)=[CH:40][CH:41]=3)(=[O:46])=[O:47])[C:7]([O:9][CH3:10])=[O:8])[CH2:16][CH2:15]2)=[CH:23][CH:22]=1.